Dataset: Catalyst prediction with 721,799 reactions and 888 catalyst types from USPTO. Task: Predict which catalyst facilitates the given reaction. (1) Reactant: [CH:1]([O:4][C:5]([C:7]1[C:12]([C:13]([F:16])([F:15])[F:14])=[CH:11][CH:10]=[CH:9][C:8]=1/[CH:17]=[CH:18]\[C:19]([OH:21])=O)=[O:6])([CH3:3])[CH3:2].C(N(CC)CC)C.ClC(OCC)=O.[H-].[Na+].[CH3:37][C:38]1([CH3:50])[C@@:42]23[C@H:48]([CH2:49][C@@H:39]1[CH2:40][CH2:41]2)[NH:47][S:44](=[O:46])(=[O:45])[CH2:43]3. Product: [CH3:37][C:38]1([CH3:50])[C@@:42]23[C@H:48]([CH2:49][C@@H:39]1[CH2:40][CH2:41]2)[NH:47][S:44](=[O:45])(=[O:46])[CH2:43]3.[CH:1]([O:4][C:5](=[O:6])[C:7]1[C:12]([C:13]([F:16])([F:15])[F:14])=[CH:11][CH:10]=[CH:9][C:8]=1[CH:17]=[CH:18][C:19]([N:47]1[C@H:48]2[CH2:49][C@@H:39]3[C:38]([CH3:50])([CH3:37])[C@@:42]2([CH2:41][CH2:40]3)[CH2:43][S:44]1(=[O:45])=[O:46])=[O:21])([CH3:2])[CH3:3]. The catalyst class is: 134. (2) Reactant: [CH:1]([C:3]1[CH:11]=[CH:10][CH:9]=[CH:8][C:4]=1[C:5]([OH:7])=[O:6])=[O:2].[C:12]1([CH2:18][CH2:19]O)[CH:17]=[CH:16][CH:15]=[CH:14][CH:13]=1.C1CCC(N=C=NC2CCCCC2)CC1. Product: [CH:1]([C:3]1[CH:11]=[CH:10][CH:9]=[CH:8][C:4]=1[C:5]([O:7][CH2:19][CH2:18][C:12]1[CH:17]=[CH:16][CH:15]=[CH:14][CH:13]=1)=[O:6])=[O:2]. The catalyst class is: 166. (3) Reactant: CC1[N:3]([C:8]2[N:13]=[C:12]([CH2:14][C:15]([N:17]3[C:25]4[C:20](=[CH:21][C:22]([NH:26][C:27]([C:29]5[C:30]([C:35]6[CH:40]=[CH:39][C:38]([C:41]([F:44])([F:43])[F:42])=[CH:37][CH:36]=6)=[CH:31][CH:32]=[CH:33][CH:34]=5)=[O:28])=[CH:23][CH:24]=4)[CH2:19][CH2:18]3)=[O:16])[CH:11]=[CH:10][CH:9]=2)C(C)=CC=1.Cl.NO.C(N(CC)CC)C. Product: [NH2:3][C:8]1[N:13]=[C:12]([CH2:14][C:15]([N:17]2[C:25]3[C:20](=[CH:21][C:22]([NH:26][C:27]([C:29]4[C:30]([C:35]5[CH:36]=[CH:37][C:38]([C:41]([F:43])([F:44])[F:42])=[CH:39][CH:40]=5)=[CH:31][CH:32]=[CH:33][CH:34]=4)=[O:28])=[CH:23][CH:24]=3)[CH2:19][CH2:18]2)=[O:16])[CH:11]=[CH:10][CH:9]=1. The catalyst class is: 40. (4) Reactant: [F:1][C:2]1[CH:7]=[CH:6][C:5]([CH2:8][CH2:9][NH2:10])=[CH:4][CH:3]=1.CCN(C(C)C)C(C)C.[Cl:20][CH2:21][C:22](Cl)=[O:23]. Product: [Cl:20][CH2:21][C:22]([NH:10][CH2:9][CH2:8][C:5]1[CH:6]=[CH:7][C:2]([F:1])=[CH:3][CH:4]=1)=[O:23]. The catalyst class is: 1. (5) Reactant: [CH:1]([N:14]1[CH2:17][CH:16]([CH2:18][O:19][C:20]2[C:32](Cl)=[CH:31][C:23]([C:24]([NH:26][S:27]([CH3:30])(=[O:29])=[O:28])=[O:25])=[C:22]([F:34])[CH:21]=2)[CH2:15]1)([C:8]1[CH:13]=[CH:12][CH:11]=[CH:10][CH:9]=1)[C:2]1[CH:7]=[CH:6][CH:5]=[CH:4][CH:3]=1.[CH:35]1(B(O)O)[CH2:37][CH2:36]1.P([O-])([O-])([O-])=O.[K+].[K+].[K+].F[B-](F)(F)F.C1(P(C2CCCCC2)C2CCCCC2)CCCCC1. Product: [CH:1]([N:14]1[CH2:17][CH:16]([CH2:18][O:19][C:20]2[C:32]([CH:35]3[CH2:37][CH2:36]3)=[CH:31][C:23]([C:24]([NH:26][S:27]([CH3:30])(=[O:29])=[O:28])=[O:25])=[C:22]([F:34])[CH:21]=2)[CH2:15]1)([C:8]1[CH:13]=[CH:12][CH:11]=[CH:10][CH:9]=1)[C:2]1[CH:7]=[CH:6][CH:5]=[CH:4][CH:3]=1. The catalyst class is: 498.